The task is: Regression. Given two drug SMILES strings and cell line genomic features, predict the synergy score measuring deviation from expected non-interaction effect.. This data is from NCI-60 drug combinations with 297,098 pairs across 59 cell lines. Drug 1: CN1C2=C(C=C(C=C2)N(CCCl)CCCl)N=C1CCCC(=O)O.Cl. Drug 2: CC1=C(C(=O)C2=C(C1=O)N3CC4C(C3(C2COC(=O)N)OC)N4)N. Cell line: SF-295. Synergy scores: CSS=23.3, Synergy_ZIP=2.34, Synergy_Bliss=4.51, Synergy_Loewe=-40.9, Synergy_HSA=-0.687.